From a dataset of Reaction yield outcomes from USPTO patents with 853,638 reactions. Predict the reaction yield, written as a fraction of the theoretical maximum amount of product (1.0 means a 100% yield; for example, 0.34 means a 34% yield). (1) The reactants are [S:1]1[CH:5]=[CH:4][CH:3]=[C:2]1[C:6]1[NH:17][C:9]2=[N:10][CH:11]=[CH:12][C:13]([C:14]([OH:16])=O)=[C:8]2[N:7]=1.C1CN([P+](ON2N=NC3C=CC=CC2=3)(N2CCCC2)N2CCCC2)CC1.F[P-](F)(F)(F)(F)F.[CH2:51]([S:53]([NH:56][C:57]1[CH:65]=[CH:64][C:60]([CH2:61][CH2:62][NH2:63])=[CH:59][CH:58]=1)(=[O:55])=[O:54])[CH3:52]. The catalyst is CN(C=O)C. The product is [CH2:51]([S:53]([NH:56][C:57]1[CH:65]=[CH:64][C:60]([CH2:61][CH2:62][NH:63][C:14]([C:13]2[CH:12]=[CH:11][N:10]=[C:9]3[NH:17][C:6]([C:2]4[S:1][CH:5]=[CH:4][CH:3]=4)=[N:7][C:8]=23)=[O:16])=[CH:59][CH:58]=1)(=[O:54])=[O:55])[CH3:52]. The yield is 0.550. (2) The reactants are [F:1][C:2]1[CH:3]=[CH:4][C:5]([OH:11])=[C:6]([C:8](=[O:10])[CH3:9])[CH:7]=1.C(=O)([O-])[O-].[K+].[K+].CC(=O)CC.O.[Br:24][CH2:25][CH2:26]Br. No catalyst specified. The product is [Br:24][CH2:25][CH2:26][O:11][C:5]1[CH:4]=[CH:3][C:2]([F:1])=[CH:7][C:6]=1[C:8](=[O:10])[CH3:9]. The yield is 0.219. (3) The reactants are [Cl:1][C:2]1[N:6]=[CH:5][NH:4][N:3]=1.[H-].[Na+].Cl[C:10]1[N:15]=[C:14]([C:16]([N:18]2[CH2:23][CH2:22][CH:21]([N:24]3[CH2:28][CH2:27][CH2:26][CH2:25]3)[CH2:20][CH2:19]2)=[O:17])[C:13]([CH3:29])=[CH:12][C:11]=1[C:30]1[CH:35]=[CH:34][CH:33]=[C:32]([C:36]([F:39])([F:38])[F:37])[CH:31]=1. The catalyst is CN1CCCC1=O. The product is [Cl:1][C:2]1[N:6]=[CH:5][N:4]([C:10]2[N:15]=[C:14]([C:16]([N:18]3[CH2:23][CH2:22][CH:21]([N:24]4[CH2:25][CH2:26][CH2:27][CH2:28]4)[CH2:20][CH2:19]3)=[O:17])[C:13]([CH3:29])=[CH:12][C:11]=2[C:30]2[CH:35]=[CH:34][CH:33]=[C:32]([C:36]([F:38])([F:39])[F:37])[CH:31]=2)[N:3]=1. The yield is 0.480. (4) The product is [CH3:21][C:18]1[CH:19]=[CH:20][C:15]([C:2]2[CH:10]=[C:9]([N+:11]([O-:13])=[O:12])[CH:8]=[C:4]([C:5]([OH:7])=[O:6])[CH:3]=2)=[CH:16][CH:17]=1. The catalyst is C1(C)C=CC=CC=1.C(O)C.O.C1C=CC([P]([Pd]([P](C2C=CC=CC=2)(C2C=CC=CC=2)C2C=CC=CC=2)([P](C2C=CC=CC=2)(C2C=CC=CC=2)C2C=CC=CC=2)[P](C2C=CC=CC=2)(C2C=CC=CC=2)C2C=CC=CC=2)(C2C=CC=CC=2)C2C=CC=CC=2)=CC=1. The reactants are I[C:2]1[CH:3]=[C:4]([CH:8]=[C:9]([N+:11]([O-:13])=[O:12])[CH:10]=1)[C:5]([OH:7])=[O:6].B(O)(O)[C:15]1[CH:16]=[CH:17][C:18]([CH3:21])=[CH:19][CH:20]=1.C([O-])([O-])=O.[Cs+].[Cs+].[OH-].[Na+]. The yield is 0.972. (5) The reactants are Cl[C:2]1[C:11]2[C:6](=[CH:7][C:8]([O:14][CH3:15])=[C:9]([O:12][CH3:13])[CH:10]=2)[N:5]=[CH:4][CH:3]=1.[CH3:16][C:17]1[CH:22]=[CH:21][C:20]([C:23]([CH2:25]O)=[O:24])=[CH:19][C:18]=1[CH3:27].[OH2:28]. The catalyst is CN(C)C1C=CN=CC=1.ClC1C=CC=CC=1Cl. The product is [CH3:13][O:12][C:9]1[CH:10]=[C:11]2[C:6](=[CH:7][C:8]=1[O:14][CH3:15])[N:5]=[CH:4][CH:3]=[C:2]2[O:28][C:21]1[CH:22]=[C:17]([CH3:16])[C:18]([CH3:27])=[CH:19][C:20]=1[C:23](=[O:24])[CH3:25]. The yield is 0.220. (6) The reactants are C[O:2][P:3]([CH2:7][CH:8]=[CH:9][CH2:10][CH:11]([CH2:15][C:16]([CH3:33])=[CH:17][CH2:18][C:19]1[C:20]([OH:32])=[C:21]2[C:25](=[C:26]([CH3:30])[C:27]=1[O:28][CH3:29])[CH2:24][O:23][C:22]2=[O:31])[C:12]([OH:14])=[O:13])([O:5]C)=[O:4].N1C(C)=CC=CC=1C.C[Si](Br)(C)C. The catalyst is C(#N)C. The product is [OH:5][P:3]([CH2:7][CH:8]=[CH:9][CH2:10][CH:11]([CH2:15][C:16]([CH3:33])=[CH:17][CH2:18][C:19]1[C:20]([OH:32])=[C:21]2[C:25](=[C:26]([CH3:30])[C:27]=1[O:28][CH3:29])[CH2:24][O:23][C:22]2=[O:31])[C:12]([OH:14])=[O:13])([OH:4])=[O:2]. The yield is 0.600.